This data is from NCI-60 drug combinations with 297,098 pairs across 59 cell lines. The task is: Regression. Given two drug SMILES strings and cell line genomic features, predict the synergy score measuring deviation from expected non-interaction effect. (1) Drug 1: C1=CC(=CC=C1C#N)C(C2=CC=C(C=C2)C#N)N3C=NC=N3. Drug 2: CCC(=C(C1=CC=CC=C1)C2=CC=C(C=C2)OCCN(C)C)C3=CC=CC=C3.C(C(=O)O)C(CC(=O)O)(C(=O)O)O. Cell line: SR. Synergy scores: CSS=8.47, Synergy_ZIP=-4.88, Synergy_Bliss=1.68, Synergy_Loewe=-6.53, Synergy_HSA=-2.39. (2) Drug 1: CS(=O)(=O)C1=CC(=C(C=C1)C(=O)NC2=CC(=C(C=C2)Cl)C3=CC=CC=N3)Cl. Drug 2: C1=CC(=CC=C1C#N)C(C2=CC=C(C=C2)C#N)N3C=NC=N3. Cell line: NCIH23. Synergy scores: CSS=8.75, Synergy_ZIP=0.390, Synergy_Bliss=4.54, Synergy_Loewe=3.25, Synergy_HSA=3.52. (3) Drug 1: CN1CCC(CC1)COC2=C(C=C3C(=C2)N=CN=C3NC4=C(C=C(C=C4)Br)F)OC. Drug 2: C1CCN(CC1)CCOC2=CC=C(C=C2)C(=O)C3=C(SC4=C3C=CC(=C4)O)C5=CC=C(C=C5)O. Cell line: OVCAR3. Synergy scores: CSS=13.0, Synergy_ZIP=-0.308, Synergy_Bliss=4.51, Synergy_Loewe=-2.38, Synergy_HSA=4.32. (4) Drug 1: CC1=CC=C(C=C1)C2=CC(=NN2C3=CC=C(C=C3)S(=O)(=O)N)C(F)(F)F. Drug 2: CCN(CC)CCNC(=O)C1=C(NC(=C1C)C=C2C3=C(C=CC(=C3)F)NC2=O)C. Cell line: HCC-2998. Synergy scores: CSS=-4.09, Synergy_ZIP=3.18, Synergy_Bliss=0.842, Synergy_Loewe=-1.76, Synergy_HSA=-4.84.